This data is from Reaction yield outcomes from USPTO patents with 853,638 reactions. The task is: Predict the reaction yield, written as a fraction of the theoretical maximum amount of product (1.0 means a 100% yield; for example, 0.34 means a 34% yield). The reactants are Cl[CH2:2][C:3]1[C:12]2[C:7](=[CH:8][CH:9]=[CH:10][CH:11]=2)[CH:6]=[CH:5][CH:4]=1.[K].[C:14]1(=[O:24])[NH:18][C:17](=[O:19])[C:16]2=[CH:20][CH:21]=[CH:22][CH:23]=[C:15]12. The catalyst is CN(C=O)C. The product is [C:3]1([CH2:2][N:18]2[C:14](=[O:24])[C:15]3[C:16](=[CH:20][CH:21]=[CH:22][CH:23]=3)[C:17]2=[O:19])[C:12]2[C:7](=[CH:8][CH:9]=[CH:10][CH:11]=2)[CH:6]=[CH:5][CH:4]=1. The yield is 0.990.